This data is from Peptide-MHC class I binding affinity with 185,985 pairs from IEDB/IMGT. The task is: Regression. Given a peptide amino acid sequence and an MHC pseudo amino acid sequence, predict their binding affinity value. This is MHC class I binding data. (1) The peptide sequence is ETIEDYLGY. The MHC is HLA-A26:01 with pseudo-sequence HLA-A26:01. The binding affinity (normalized) is 0.898. (2) The peptide sequence is SVKERGPAY. The MHC is HLA-A02:01 with pseudo-sequence HLA-A02:01. The binding affinity (normalized) is 0.